This data is from NCI-60 drug combinations with 297,098 pairs across 59 cell lines. The task is: Regression. Given two drug SMILES strings and cell line genomic features, predict the synergy score measuring deviation from expected non-interaction effect. (1) Drug 1: CCC(=C(C1=CC=CC=C1)C2=CC=C(C=C2)OCCN(C)C)C3=CC=CC=C3.C(C(=O)O)C(CC(=O)O)(C(=O)O)O. Drug 2: CC(C)CN1C=NC2=C1C3=CC=CC=C3N=C2N. Cell line: HCT116. Synergy scores: CSS=27.4, Synergy_ZIP=-6.41, Synergy_Bliss=-8.01, Synergy_Loewe=-8.05, Synergy_HSA=-10.8. (2) Drug 1: CC1C(C(CC(O1)OC2CC(CC3=C2C(=C4C(=C3O)C(=O)C5=C(C4=O)C(=CC=C5)OC)O)(C(=O)CO)O)N)O.Cl. Drug 2: CN(C)C1=NC(=NC(=N1)N(C)C)N(C)C. Cell line: HOP-92. Synergy scores: CSS=1.70, Synergy_ZIP=0.256, Synergy_Bliss=2.99, Synergy_Loewe=-0.573, Synergy_HSA=1.13. (3) Drug 1: CNC(=O)C1=CC=CC=C1SC2=CC3=C(C=C2)C(=NN3)C=CC4=CC=CC=N4. Drug 2: C1CN(P(=O)(OC1)NCCCl)CCCl. Cell line: PC-3. Synergy scores: CSS=6.11, Synergy_ZIP=9.32, Synergy_Bliss=11.7, Synergy_Loewe=9.60, Synergy_HSA=9.36. (4) Drug 1: CC1C(C(CC(O1)OC2CC(CC3=C2C(=C4C(=C3O)C(=O)C5=C(C4=O)C(=CC=C5)OC)O)(C(=O)C)O)N)O.Cl. Drug 2: CC1C(C(CC(O1)OC2CC(OC(C2O)C)OC3=CC4=CC5=C(C(=O)C(C(C5)C(C(=O)C(C(C)O)O)OC)OC6CC(C(C(O6)C)O)OC7CC(C(C(O7)C)O)OC8CC(C(C(O8)C)O)(C)O)C(=C4C(=C3C)O)O)O)O. Cell line: DU-145. Synergy scores: CSS=12.1, Synergy_ZIP=-4.04, Synergy_Bliss=-0.689, Synergy_Loewe=-10.2, Synergy_HSA=-1.27. (5) Cell line: MDA-MB-435. Drug 2: CC1=C(C(CCC1)(C)C)C=CC(=CC=CC(=CC(=O)O)C)C. Synergy scores: CSS=-6.24, Synergy_ZIP=3.52, Synergy_Bliss=0.762, Synergy_Loewe=-4.20, Synergy_HSA=-5.39. Drug 1: C1CCC(C1)C(CC#N)N2C=C(C=N2)C3=C4C=CNC4=NC=N3.